Dataset: Forward reaction prediction with 1.9M reactions from USPTO patents (1976-2016). Task: Predict the product of the given reaction. (1) Given the reactants [CH3:1][NH:2][CH2:3][CH2:4][NH:5][C:6]([C:8]1[CH:9]=[CH:10][C:11]([N:22]2[CH2:27][CH2:26][N:25]([C:28]3[CH:33]=[CH:32][CH:31]=[CH:30][C:29]=3[CH3:34])[CH2:24][CH2:23]2)=[C:12]([NH:14][C:15]([C:17]2[O:18][CH:19]=[CH:20][CH:21]=2)=[O:16])[CH:13]=1)=[O:7].C(N(C(C)C)CC)(C)C.[CH3:44][C:45]([CH3:51])([CH2:49][CH3:50])[C:46](Cl)=[O:47], predict the reaction product. The product is: [CH3:44][C:45]([CH3:51])([CH2:49][CH3:50])[C:46]([N:2]([CH3:1])[CH2:3][CH2:4][NH:5][C:6]([C:8]1[CH:9]=[CH:10][C:11]([N:22]2[CH2:23][CH2:24][N:25]([C:28]3[CH:33]=[CH:32][CH:31]=[CH:30][C:29]=3[CH3:34])[CH2:26][CH2:27]2)=[C:12]([NH:14][C:15]([C:17]2[O:18][CH:19]=[CH:20][CH:21]=2)=[O:16])[CH:13]=1)=[O:7])=[O:47]. (2) Given the reactants [NH2:1][CH:2]([CH2:6][CH3:7])[C:3]([OH:5])=[O:4].[C:8](OC(=O)C)(=[O:10])[CH3:9], predict the reaction product. The product is: [C:8]([NH:1][CH:2]([CH2:6][CH3:7])[C:3]([OH:5])=[O:4])(=[O:10])[CH3:9]. (3) Given the reactants [N:1]1([CH2:7][CH2:8][CH2:9][O:10][C:11]2[CH:19]=[CH:18][C:17]3[N:16]4[CH2:20][CH2:21][NH:22][C:23](=[O:24])[C:15]4=[CH:14][C:13]=3[CH:12]=2)[CH2:6][CH2:5][CH2:4][CH2:3][CH2:2]1.C[C@@H]1CCCN1, predict the reaction product. The product is: [CH3:2][C@@H:3]1[CH2:4][CH2:5][CH2:6][N:1]1[CH2:7][CH2:8][CH2:9][O:10][C:11]1[CH:19]=[CH:18][C:17]2[N:16]3[CH2:20][CH2:21][NH:22][C:23](=[O:24])[C:15]3=[CH:14][C:13]=2[CH:12]=1. (4) Given the reactants [CH2:1]([N:3]([CH2:17][CH3:18])[CH2:4][CH2:5][O:6][CH2:7][CH2:8][NH:9]C(=O)OC(C)(C)C)[CH3:2], predict the reaction product. The product is: [NH2:9][CH2:8][CH2:7][O:6][CH2:5][CH2:4][N:3]([CH2:1][CH3:2])[CH2:17][CH3:18]. (5) Given the reactants [Cl:1][C:2]1[CH:7]=[CH:6][C:5]([C:8]2[CH:16]=[CH:15][CH:14]=[C:13]3[C:9]=2/[C:10](=[CH:18]/[C:19]2[NH:23][C:22]([CH3:24])=[C:21]([C:25]([OH:27])=O)[C:20]=2[CH3:28])/[C:11](=[O:17])[NH:12]3)=[CH:4][CH:3]=1.[N:29]1([CH2:34][C@@H:35]2[CH2:40][CH2:39][CH2:38][NH:37][CH2:36]2)[CH2:33][CH2:32][CH2:31][CH2:30]1.C1C=CC2N(O)N=NC=2C=1.C(Cl)CCl, predict the reaction product. The product is: [Cl:1][C:2]1[CH:3]=[CH:4][C:5]([C:8]2[CH:16]=[CH:15][CH:14]=[C:13]3[C:9]=2/[C:10](=[CH:18]/[C:19]2[NH:23][C:22]([CH3:24])=[C:21]([C:25]([N:37]4[CH2:38][CH2:39][CH2:40][C@@H:35]([CH2:34][N:29]5[CH2:30][CH2:31][CH2:32][CH2:33]5)[CH2:36]4)=[O:27])[C:20]=2[CH3:28])/[C:11](=[O:17])[NH:12]3)=[CH:6][CH:7]=1.